This data is from Reaction yield outcomes from USPTO patents with 853,638 reactions. The task is: Predict the reaction yield, written as a fraction of the theoretical maximum amount of product (1.0 means a 100% yield; for example, 0.34 means a 34% yield). (1) The reactants are [NH2:1][C:2]1[CH:3]=[N:4][CH:5]=[CH:6][C:7]=1[NH2:8].[C:9](O[C:9]([O:11][C:12]([CH3:15])([CH3:14])[CH3:13])=[O:10])([O:11][C:12]([CH3:15])([CH3:14])[CH3:13])=[O:10].Cl. The catalyst is ClCCl. The product is [C:12]([O:11][C:9](=[O:10])[NH:8][C:7]1[CH:6]=[CH:5][N:4]=[CH:3][C:2]=1[NH2:1])([CH3:15])([CH3:14])[CH3:13]. The yield is 0.780. (2) The reactants are [Cl:1][C:2]1[CH:3]=[C:4]([N:10]2[C@@H:15]([CH3:16])[CH2:14][N:13]([C:17]([NH:19][CH2:20][C:21]3[CH:29]=[CH:28][C:24]([C:25](O)=[O:26])=[CH:23][CH:22]=3)=[O:18])[C@H:12]([CH3:30])[CH2:11]2)[CH:5]=[CH:6][C:7]=1[C:8]#[N:9].[CH3:31][N:32](C=O)[CH3:33].Cl.CNC.Cl.CN(C)CCCN=C=NCC. The catalyst is C(N(CC)CC)C. The product is [Cl:1][C:2]1[CH:3]=[C:4]([N:10]2[C@@H:15]([CH3:16])[CH2:14][N:13]([C:17]([NH:19][CH2:20][C:21]3[CH:22]=[CH:23][C:24]([C:25](=[O:26])[N:32]([CH3:33])[CH3:31])=[CH:28][CH:29]=3)=[O:18])[C@H:12]([CH3:30])[CH2:11]2)[CH:5]=[CH:6][C:7]=1[C:8]#[N:9]. The yield is 0.590. (3) The reactants are [OH:1][C:2]1[C:11]2[C:6](=[CH:7][CH:8]=[CH:9][CH:10]=2)[C:5]([CH2:12][CH2:13][CH2:14][CH2:15][NH:16][C:17](=[O:26])[O:18][CH2:19][C:20]2[CH:25]=[CH:24][CH:23]=[CH:22][CH:21]=2)=[CH:4][CH:3]=1.[O:27]1[CH2:29][CH:28]1[CH2:30][OH:31]. The catalyst is CCO.C(N(CC)CC)C. The product is [OH:27][CH:28]([CH2:30][OH:31])[CH2:29][O:1][C:2]1[C:11]2[C:6](=[CH:7][CH:8]=[CH:9][CH:10]=2)[C:5]([CH2:12][CH2:13][CH2:14][CH2:15][NH:16][C:17](=[O:26])[O:18][CH2:19][C:20]2[CH:25]=[CH:24][CH:23]=[CH:22][CH:21]=2)=[CH:4][CH:3]=1. The yield is 0.830. (4) The reactants are [CH2:1]([OH:4])[C:2]#[CH:3].[CH2:5]([SnH:9]([CH2:14][CH2:15][CH2:16][CH3:17])[CH2:10][CH2:11][CH2:12][CH3:13])[CH2:6][CH2:7][CH3:8]. The catalyst is O1CCCC1.Cl[Pd](Cl)([P](C1C=CC=CC=1)(C1C=CC=CC=1)C1C=CC=CC=1)[P](C1C=CC=CC=1)(C1C=CC=CC=1)C1C=CC=CC=1. The product is [CH2:14]([Sn:9]([CH2:5][CH2:6][CH2:7][CH3:8])([CH2:10][CH2:11][CH2:12][CH3:13])/[CH:3]=[CH:2]/[CH2:1][OH:4])[CH2:15][CH2:16][CH3:17]. The yield is 0.340. (5) The reactants are [C:1]([CH2:3][C:4]1([N:15]2[CH:19]=[C:18]([C:20]3[CH:25]=[CH:24][N:23]=[C:22]4[N:26]([CH2:29][O:30][CH2:31][CH2:32][Si:33]([CH3:36])([CH3:35])[CH3:34])[CH:27]=[CH:28][C:21]=34)[CH:17]=[N:16]2)[CH2:7][N:6](C(OC(C)(C)C)=O)[CH2:5]1)#[N:2].Cl.O1CCOCC1. The yield is 1.00. The product is [CH3:35][Si:33]([CH3:34])([CH3:36])[CH2:32][CH2:31][O:30][CH2:29][N:26]1[C:22]2=[N:23][CH:24]=[CH:25][C:20]([C:18]3[CH:17]=[N:16][N:15]([C:4]4([CH2:3][C:1]#[N:2])[CH2:5][NH:6][CH2:7]4)[CH:19]=3)=[C:21]2[CH:28]=[CH:27]1. The catalyst is C1COCC1.CO. (6) The catalyst is C1(C)C=CC=CC=1. The reactants are [OH:1][C:2]1[C:11]2[C:6](=[CH:7][CH:8]=[CH:9][CH:10]=2)[C:5]([CH2:15][CH2:16][CH3:17])([CH2:12][CH2:13][CH3:14])[C:4](=[O:18])[C:3]=1[C:19](OCC)=[O:20].[NH2:24][C:25]1[CH:30]=[CH:29][C:28]([O:31][CH2:32][C:33]2[CH:38]=[CH:37][CH:36]=[CH:35][CH:34]=2)=[CH:27][C:26]=1[S:39]([NH2:42])(=[O:41])=[O:40]. The product is [NH2:42][S:39]([C:26]1[CH:27]=[C:28]([O:31][CH2:32][C:33]2[CH:38]=[CH:37][CH:36]=[CH:35][CH:34]=2)[CH:29]=[CH:30][C:25]=1[NH:24][C:19]([C:3]1[C:4](=[O:18])[C:5]([CH2:15][CH2:16][CH3:17])([CH2:12][CH2:13][CH3:14])[C:6]2[C:11](=[CH:10][CH:9]=[CH:8][CH:7]=2)[C:2]=1[OH:1])=[O:20])(=[O:40])=[O:41]. The yield is 1.00. (7) The reactants are [BH4-].[Na+].[CH3:3][O:4][C:5]1[CH:19]=[CH:18][C:8]([O:9][C:10]2[CH:11]=[C:12]([CH:15]=[CH:16][CH:17]=2)[CH:13]=[O:14])=[CH:7][CH:6]=1. The catalyst is C(O)C. The product is [CH3:3][O:4][C:5]1[CH:19]=[CH:18][C:8]([O:9][C:10]2[CH:11]=[C:12]([CH:15]=[CH:16][CH:17]=2)[CH2:13][OH:14])=[CH:7][CH:6]=1. The yield is 0.810. (8) The reactants are Cl.Cl.[CH3:3][O:4][C:5](=[O:13])[C@H:6]([CH2:8][CH2:9][CH2:10][CH2:11][NH2:12])[NH2:7].C(N([CH2:19][CH3:20])CC)C.[CH2:21]([O:28][CH2:29][C:30](Cl)=[O:31])[C:22]1[CH:27]=[CH:26][CH:25]=[CH:24][CH:23]=1. The catalyst is C(OCC)(=O)C. The product is [CH3:3][O:4][C:5](=[O:13])[CH:6]([NH:7][C:30](=[O:31])[CH2:29][O:28][CH2:21][C:20]1[CH:19]=[CH:24][CH:23]=[CH:22][CH:27]=1)[CH2:8][CH2:9][CH2:10][CH2:11][NH:12][C:30](=[O:31])[CH2:29][O:28][CH2:21][C:22]1[CH:27]=[CH:26][CH:25]=[CH:24][CH:23]=1. The yield is 0.318. (9) The reactants are C(OC([N:8]1[CH2:12][CH2:11][CH2:10][C@H:9]1[C:13]1[O:17][N:16]=[C:15]([C:18]2[CH:23]=[CH:22][CH:21]=[C:20]([C:24]#[N:25])[CH:19]=2)[N:14]=1)=O)(C)(C)C. The catalyst is ClCCl.FC(F)(F)C(O)=O. The product is [NH:8]1[CH2:12][CH2:11][CH2:10][C@H:9]1[C:13]1[O:17][N:16]=[C:15]([C:18]2[CH:19]=[C:20]([CH:21]=[CH:22][CH:23]=2)[C:24]#[N:25])[N:14]=1. The yield is 0.730. (10) The reactants are [Cl-].O[NH3+:3].[C:4](=[O:7])([O-])[OH:5].[Na+].CS(C)=O.[OH:13][C:14]1([CH:48]2[CH2:53][CH2:52][O:51][CH2:50][CH2:49]2)[CH2:19][CH2:18][CH:17]([N:20]2[C:25](=[O:26])[C:24]([CH2:27][C:28]3[CH:33]=[CH:32][C:31]([C:34]4[C:35]([C:40]#[N:41])=[CH:36][CH:37]=[CH:38][CH:39]=4)=[CH:30][CH:29]=3)=[C:23]([CH2:42][CH2:43][CH3:44])[N:22]3[N:45]=[CH:46][N:47]=[C:21]23)[CH2:16][CH2:15]1. The catalyst is O.C(OCC)(=O)C. The product is [OH:13][C:14]1([CH:48]2[CH2:49][CH2:50][O:51][CH2:52][CH2:53]2)[CH2:15][CH2:16][CH:17]([N:20]2[C:25](=[O:26])[C:24]([CH2:27][C:28]3[CH:29]=[CH:30][C:31]([C:34]4[CH:39]=[CH:38][CH:37]=[CH:36][C:35]=4[C:40]4[NH:3][C:4](=[O:7])[O:5][N:41]=4)=[CH:32][CH:33]=3)=[C:23]([CH2:42][CH2:43][CH3:44])[N:22]3[N:45]=[CH:46][N:47]=[C:21]23)[CH2:18][CH2:19]1. The yield is 0.140.